From a dataset of Experimentally validated miRNA-target interactions with 360,000+ pairs, plus equal number of negative samples. Binary Classification. Given a miRNA mature sequence and a target amino acid sequence, predict their likelihood of interaction. The miRNA is hsa-miR-603 with sequence CACACACUGCAAUUACUUUUGC. The protein sequence of the target gene is MLTLQTWLVQALFIFLTTESTGELLDPCGYISPESPVVQLHSNFTAVCVLKEKCMDYFHVNANYIVWKTNHFTIPKEQYTIINRTASSVTFTDIASLNIQLTCNILTFGQLEQNVYGITIISGLPPEKPKNLSCIVNEGKKMRCEWDGGRETHLETNFTLKSEWATHKFADCKAKRDTPTSCTVDYSTVYFVNIEVWVEAENALGKVTSDHINFDPVYKVKPNPPHNLSVINSEELSSILKLTWTNPSIKSVIILKYNIQYRTKDASTWSQIPPEDTASTRSSFTVQDLKPFTEYVFRIR.... Result: 1 (interaction).